This data is from Forward reaction prediction with 1.9M reactions from USPTO patents (1976-2016). The task is: Predict the product of the given reaction. Given the reactants [Cl:1][C:2]1[N:7]=[CH:6][N:5]=[C:4]([NH2:8])[CH:3]=1.[I:9]N1C(=O)CCC1=O, predict the reaction product. The product is: [Cl:1][C:2]1[N:7]=[CH:6][N:5]=[C:4]([NH2:8])[C:3]=1[I:9].